The task is: Predict which catalyst facilitates the given reaction.. This data is from Catalyst prediction with 721,799 reactions and 888 catalyst types from USPTO. Reactant: C(C1C=C2C(=CC=1)N(CCOS(C)(=O)=O)CCC2)#N.[I-].[K+].C(=O)([O-])[O-].[K+].[K+].[F:28][C:29]1[CH:30]=[CH:31][C:32]2[C:36]([N:37]3[CH2:42][CH2:41][N:40]([CH2:43][CH2:44][N:45]4[C:54]5[C:49](=[CH:50][C:51]([C:55]([NH2:57])=O)=[CH:52][CH:53]=5)[CH2:48][CH2:47][CH2:46]4)[C@H:39]([CH3:58])[CH2:38]3)=[CH:35][S:34][C:33]=2[CH:59]=1. Product: [F:28][C:29]1[CH:30]=[CH:31][C:32]2[C:36]([N:37]3[CH2:42][CH2:41][N:40]([CH2:43][CH2:44][N:45]4[C:54]5[C:49](=[CH:50][C:51]([C:55]#[N:57])=[CH:52][CH:53]=5)[CH2:48][CH2:47][CH2:46]4)[C@H:39]([CH3:58])[CH2:38]3)=[CH:35][S:34][C:33]=2[CH:59]=1. The catalyst class is: 47.